From a dataset of Peptide-MHC class I binding affinity with 185,985 pairs from IEDB/IMGT. Regression. Given a peptide amino acid sequence and an MHC pseudo amino acid sequence, predict their binding affinity value. This is MHC class I binding data. (1) The peptide sequence is EIPSFRWTQSLRRGL. The MHC is HLA-A03:01 with pseudo-sequence HLA-A03:01. The binding affinity (normalized) is 1.00. (2) The peptide sequence is IMQAGKRSLR. The MHC is HLA-A33:01 with pseudo-sequence HLA-A33:01. The binding affinity (normalized) is 0.502. (3) The peptide sequence is YTYPCIPEY. The MHC is HLA-C12:03 with pseudo-sequence HLA-C12:03. The binding affinity (normalized) is 1.00. (4) The peptide sequence is TVYYGVPVWK. The MHC is HLA-A68:01 with pseudo-sequence HLA-A68:01. The binding affinity (normalized) is 0.891. (5) The peptide sequence is TVYPKTHYV. The MHC is HLA-A03:01 with pseudo-sequence HLA-A03:01. The binding affinity (normalized) is 0.223.